The task is: Predict which catalyst facilitates the given reaction.. This data is from Catalyst prediction with 721,799 reactions and 888 catalyst types from USPTO. (1) Reactant: [F:1][C:2]1[C:31]([F:32])=[CH:30][CH:29]=[CH:28][C:3]=1[CH2:4][NH:5][C:6]1[C:11]([C:12]([NH2:14])=[O:13])=[CH:10][N:9]=[C:8]([NH:15][C:16]2[CH:21]=[CH:20][C:19]([CH:22]3[CH2:27][CH2:26][NH:25][CH2:24][CH2:23]3)=[CH:18][CH:17]=2)[CH:7]=1.[CH3:33][CH2:34][N:35](C(C)C)C(C)C.BrCC#N. Product: [C:34]([CH2:33][N:25]1[CH2:24][CH2:23][CH:22]([C:19]2[CH:18]=[CH:17][C:16]([NH:15][C:8]3[CH:7]=[C:6]([NH:5][CH2:4][C:3]4[CH:28]=[CH:29][CH:30]=[C:31]([F:32])[C:2]=4[F:1])[C:11]([C:12]([NH2:14])=[O:13])=[CH:10][N:9]=3)=[CH:21][CH:20]=2)[CH2:27][CH2:26]1)#[N:35]. The catalyst class is: 37. (2) Reactant: Br[C:2]1[C:9]([O:10][CH2:11][CH3:12])=[C:8]([O:13][CH2:14][CH3:15])[C:7]([N+:16]([O-:18])=[O:17])=[CH:6][C:3]=1[CH:4]=O.[C:19]([O:23][CH3:24])(=[O:22])[CH2:20][SH:21].C(N(CC)CC)C.Cl. Product: [CH3:24][O:23][C:19]([C:20]1[S:21][C:2]2[C:9]([O:10][CH2:11][CH3:12])=[C:8]([O:13][CH2:14][CH3:15])[C:7]([N+:16]([O-:18])=[O:17])=[CH:6][C:3]=2[CH:4]=1)=[O:22]. The catalyst class is: 9. (3) Reactant: [N-:1]=[N+:2]=[N-:3].[Na+].[O:5]1[CH2:9][CH2:8][CH:7]([CH2:10]OS(C)(=O)=O)[CH2:6]1. Product: [N:1]([CH2:10][CH:7]1[CH2:8][CH2:9][O:5][CH2:6]1)=[N+:2]=[N-:3]. The catalyst class is: 18. (4) Reactant: [Br:1][CH:2]([CH3:15])[C:3]([C:5]1[S:9][C:8]2[CH:10]=[CH:11][CH:12]=[C:13]([F:14])[C:7]=2[CH:6]=1)=O.[NH:16]1[CH2:20][CH2:19][NH:18][C:17]1=[S:21].C(O)(=O)C. Product: [BrH:1].[F:14][C:13]1[C:7]2[CH:6]=[C:5]([C:3]3[N:18]4[CH2:19][CH2:20][N:16]=[C:17]4[S:21][C:2]=3[CH3:15])[S:9][C:8]=2[CH:10]=[CH:11][CH:12]=1. The catalyst class is: 8.